Dataset: Reaction yield outcomes from USPTO patents with 853,638 reactions. Task: Predict the reaction yield, written as a fraction of the theoretical maximum amount of product (1.0 means a 100% yield; for example, 0.34 means a 34% yield). The reactants are B1(C)OC(C2C=CC=CC=2)(C2C=CC=CC=2)[C@H]2N1CCC2.B.CSC.[C:26]([SiH2:30][O:31][C:32]([CH3:50])([CH3:49])[CH:33]1[CH2:42][CH2:41][C:40]2[C:35](=[CH:36][C:37]([CH2:43][C:44]([CH3:47])([CH3:46])[CH3:45])=[CH:38][CH:39]=2)[C:34]1=[O:48])([CH3:29])([CH3:28])[CH3:27]. The catalyst is O1CCCC1. The product is [C:26]([SiH2:30][O:31][C:32]([CH3:50])([CH3:49])[CH:33]1[CH2:42][CH2:41][C:40]2[C:35](=[CH:36][C:37]([CH2:43][C:44]([CH3:47])([CH3:46])[CH3:45])=[CH:38][CH:39]=2)[CH:34]1[OH:48])([CH3:29])([CH3:28])[CH3:27]. The yield is 0.700.